Dataset: Reaction yield outcomes from USPTO patents with 853,638 reactions. Task: Predict the reaction yield, written as a fraction of the theoretical maximum amount of product (1.0 means a 100% yield; for example, 0.34 means a 34% yield). (1) The reactants are [F:1][C:2]([F:20])([F:19])[C:3]1[CH:4]=[C:5]([C:9]2[CH:17]=[CH:16][CH:15]=[C:14]3[C:10]=2[CH2:11][C:12](=[O:18])[NH:13]3)[CH:6]=[CH:7][CH:8]=1.[N:21]1([CH2:26][CH2:27][NH:28][C:29]([C:31]2[C:35]([CH3:36])=[C:34]([CH:37]=O)[NH:33][C:32]=2[CH3:39])=[O:30])[CH:25]=[CH:24][N:23]=[N:22]1. The catalyst is C(O)C.N1CCCCC1. The product is [N:21]1([CH2:26][CH2:27][NH:28][C:29]([C:31]2[C:35]([CH3:36])=[C:34]([CH:37]=[C:11]3[C:10]4[C:14](=[CH:15][CH:16]=[CH:17][C:9]=4[C:5]4[CH:6]=[CH:7][CH:8]=[C:3]([C:2]([F:1])([F:19])[F:20])[CH:4]=4)[NH:13][C:12]3=[O:18])[NH:33][C:32]=2[CH3:39])=[O:30])[CH:25]=[CH:24][N:23]=[N:22]1. The yield is 0.410. (2) The yield is 0.710. The reactants are C[C@@H]1CCC[N:4]([C:8]([C:10]2[CH:15]=[C:14](C)[CH:13]=[CH:12][C:11]=2[C:17]2C=NN(C)C=2)=[O:9])[C@@H:3]1[CH2:23][NH:24][C:25]1[CH:30]=[CH:29][C:28]([C:31](F)(F)F)=CN=1.CCN(C(C)C)C(C)C.[F:44][C:45]1[CH:50]=[CH:49][C:48]([C:51]2[S:55][C:54]([CH3:56])=[N:53][C:52]=2[C:57]([OH:59])=O)=[CH:47][CH:46]=1.CN(C([O:67]N1N=NC2C=CC=NC1=2)=[N+](C)C)C.F[P-](F)(F)(F)(F)F. The catalyst is CN(C=O)C. The product is [F:44][C:45]1[CH:46]=[CH:47][C:48]([C:51]2[S:55][C:54]([CH3:56])=[N:53][C:52]=2[C:57]([N:24]2[CH2:25][CH2:30][CH2:29][C@@H:28]([CH3:31])[C@H:23]2[CH2:3][N:4]2[C:8](=[O:9])[C:10]3[C:11](=[CH:12][CH:13]=[CH:14][CH:15]=3)[C:17]2=[O:67])=[O:59])=[CH:49][CH:50]=1. (3) The reactants are [CH2:1]([C:8]1[N:9]=[CH:10][NH:11][CH:12]=1)[C:2]1[CH:7]=[CH:6][CH:5]=[CH:4][CH:3]=1.[H-].[Na+].[C:15]([C@H:19]1[CH2:23]OS(=O)(=O)[O:20]1)([CH3:18])([CH3:17])[CH3:16].C(=O)(O)[O-].[Na+]. The catalyst is CN(C)C=O.CO. The product is [CH2:1]([C:8]1[N:9]=[CH:10][N:11]([CH2:23][C@@H:19]([OH:20])[C:15]([CH3:18])([CH3:17])[CH3:16])[CH:12]=1)[C:2]1[CH:3]=[CH:4][CH:5]=[CH:6][CH:7]=1. The yield is 0.550. (4) The reactants are [C:1]([NH:5][C:6]([C:8]1[C:16]2[C:11](=[N:12][CH:13]=[C:14]([C:17]3[C:25]4[C:20](=[CH:21][CH:22]=[C:23]([O:26][CH:27]([F:29])[F:28])[CH:24]=4)[N:19]([CH2:30][CH:31]4[O:36][CH2:35][CH2:34][N:33]([CH3:37])[CH2:32]4)[N:18]=3)[N:15]=2)[N:10](COCC[Si](C)(C)C)[CH:9]=1)=[O:7])([CH3:4])([CH3:3])[CH3:2].FC(F)(F)C(O)=O. The catalyst is ClCCl. The product is [C:1]([NH:5][C:6]([C:8]1[C:16]2[C:11](=[N:12][CH:13]=[C:14]([C:17]3[C:25]4[C:20](=[CH:21][CH:22]=[C:23]([O:26][CH:27]([F:29])[F:28])[CH:24]=4)[N:19]([CH2:30][CH:31]4[O:36][CH2:35][CH2:34][N:33]([CH3:37])[CH2:32]4)[N:18]=3)[N:15]=2)[NH:10][CH:9]=1)=[O:7])([CH3:4])([CH3:3])[CH3:2]. The yield is 0.430. (5) The reactants are [C:1]([O:5][C:6]([N:8]1[CH2:13][CH2:12][N:11]([C:14]2[S:15][C:16]([CH2:19][OH:20])=[CH:17][N:18]=2)[CH2:10][CH2:9]1)=[O:7])([CH3:4])([CH3:3])[CH3:2]. The catalyst is ClCCl.[O-2].[Mn+4].[O-2]. The product is [C:1]([O:5][C:6]([N:8]1[CH2:13][CH2:12][N:11]([C:14]2[S:15][C:16]([CH:19]=[O:20])=[CH:17][N:18]=2)[CH2:10][CH2:9]1)=[O:7])([CH3:4])([CH3:2])[CH3:3]. The yield is 0.400. (6) The reactants are [OH:1][C:2]1[C:7]([CH3:8])=[C:6]([CH3:9])[C:5]([C:10]2[CH:15]=[CH:14][CH:13]=[C:12]([CH:16]=[O:17])[CH:11]=2)=[C:4]([CH3:18])[C:3]=1[CH3:19].CO.[BH4-].[Na+].Cl. The catalyst is O1CCCC1. The product is [OH:17][CH2:16][C:12]1[CH:11]=[C:10]([C:5]2[C:4]([CH3:18])=[C:3]([CH3:19])[C:2]([OH:1])=[C:7]([CH3:8])[C:6]=2[CH3:9])[CH:15]=[CH:14][CH:13]=1. The yield is 0.930. (7) The reactants are [NH2:1][CH2:2][CH2:3][CH2:4][OH:5].Br[CH2:7][C:8]([O:10][CH2:11][CH3:12])=[O:9]. The catalyst is O. The product is [CH2:11]([O:10][C:8](=[O:9])[CH2:7][NH:1][CH2:2][CH2:3][CH2:4][OH:5])[CH3:12]. The yield is 0.630.